This data is from Catalyst prediction with 721,799 reactions and 888 catalyst types from USPTO. The task is: Predict which catalyst facilitates the given reaction. (1) Reactant: [O:1]([C:8]1[N:16]=[CH:15][CH:14]=[CH:13][C:9]=1[C:10]([OH:12])=O)[C:2]1[CH:7]=[CH:6][CH:5]=[CH:4][CH:3]=1.[NH2:17][CH2:18][C@@H:19]1[CH2:24][CH2:23][C@H:22]([NH:25][C:26]2[CH:35]=[C:34]([N:36]([CH3:38])[CH3:37])[C:33]3[C:28](=[CH:29][CH:30]=[CH:31][CH:32]=3)[N:27]=2)[CH2:21][CH2:20]1.CCN(CC)CC.C1C=CC2N(O)N=NC=2C=1.O.CCN=C=NCCCN(C)C.[ClH:68].Cl. Product: [ClH:68].[CH3:37][N:36]([CH3:38])[C:34]1[C:33]2[C:28](=[CH:29][CH:30]=[CH:31][CH:32]=2)[N:27]=[C:26]([NH:25][C@@H:22]2[CH2:23][CH2:24][C@H:19]([CH2:18][NH:17][C:10](=[O:12])[C:9]3[CH:13]=[CH:14][CH:15]=[N:16][C:8]=3[O:1][C:2]3[CH:3]=[CH:4][CH:5]=[CH:6][CH:7]=3)[CH2:20][CH2:21]2)[CH:35]=1. The catalyst class is: 173. (2) Reactant: [CH2:1]([O:8][C:9]1[CH:14]=[CH:13][C:12]([S:15]([C:18]2[CH:23]=[CH:22][C:21]([CH2:24][CH2:25][NH:26][C:27](=[O:32])[C:28]([F:31])([F:30])[F:29])=[CH:20][CH:19]=2)(=[O:17])=[O:16])=[CH:11][C:10]=1[OH:33])[C:2]1[CH:7]=[CH:6][CH:5]=[CH:4][CH:3]=1.C(=O)([O-])[O-].[K+].[K+].[CH3:40][O:41][CH2:42]Cl.O. Product: [CH2:1]([O:8][C:9]1[CH:14]=[CH:13][C:12]([S:15]([C:18]2[CH:23]=[CH:22][C:21]([CH2:24][CH2:25][NH:26][C:27](=[O:32])[C:28]([F:30])([F:31])[F:29])=[CH:20][CH:19]=2)(=[O:17])=[O:16])=[CH:11][C:10]=1[O:33][CH2:40][O:41][CH3:42])[C:2]1[CH:3]=[CH:4][CH:5]=[CH:6][CH:7]=1. The catalyst class is: 9. (3) Reactant: C[N:2]([CH3:5])[CH:3]=O.C(=O)([O-])[O-].[K+].[K+].I[C:13]1[C:18]([O:19][C:20]2[C:29]3[C:24](=[CH:25][C:26]([O:32][CH3:33])=[C:27]([O:30][CH3:31])[CH:28]=3)[N:23]=[CH:22][CH:21]=2)=[CH:17][CH:16]=[C:15]([CH3:34])[N:14]=1.[NH:35]1CC(B(O)O)C[CH2:37][CH2:36]1. Product: [CH3:31][O:30][C:27]1[CH:28]=[C:29]2[C:24](=[CH:25][C:26]=1[O:32][CH3:33])[N:23]=[CH:22][CH:21]=[C:20]2[O:19][C:18]1[C:13]([C:37]2[CH:3]=[N:2][CH:5]=[N:35][CH:36]=2)=[N:14][C:15]([CH3:34])=[CH:16][CH:17]=1. The catalyst class is: 6. (4) Product: [Cl:11][C:12]1[CH:17]=[CH:16][C:15]([C:18]([C:20]2[CH:29]=[CH:28][CH:27]=[CH:26][C:21]=2[C:22]([O:24][CH3:25])=[O:23])=[CH2:1])=[CH:14][C:13]=1[N+:30]([O-:32])=[O:31]. Reactant: [CH3:1][Si](C)(C)[N-][Si](C)(C)C.[Na+].[Cl:11][C:12]1[CH:17]=[CH:16][C:15]([C:18]([C:20]2[CH:29]=[CH:28][CH:27]=[CH:26][C:21]=2[C:22]([O:24][CH3:25])=[O:23])=O)=[CH:14][C:13]=1[N+:30]([O-:32])=[O:31]. The catalyst class is: 597. (5) Reactant: [CH3:1][C:2]1[CH:6]=[C:5]([CH3:7])[N:4]([CH2:8][C:9]([N:11]2[CH2:16][CH2:15][N:14]([C:17]3[CH:22]=[CH:21][CH:20]=[CH:19][C:18]=3[C:23]3[CH:24]=[N:25][C:26](S(C)(=O)=O)=[N:27][CH:28]=3)[CH2:13][CH2:12]2)=[O:10])[N:3]=1.CN.C[CH2:36][N:37](C(C)C)C(C)C. Product: [CH3:1][C:2]1[CH:6]=[C:5]([CH3:7])[N:4]([CH2:8][C:9]([N:11]2[CH2:16][CH2:15][N:14]([C:17]3[CH:22]=[CH:21][CH:20]=[CH:19][C:18]=3[C:23]3[CH:24]=[N:25][C:26]([NH:37][CH3:36])=[N:27][CH:28]=3)[CH2:13][CH2:12]2)=[O:10])[N:3]=1. The catalyst class is: 32.